From a dataset of Reaction yield outcomes from USPTO patents with 853,638 reactions. Predict the reaction yield, written as a fraction of the theoretical maximum amount of product (1.0 means a 100% yield; for example, 0.34 means a 34% yield). (1) The reactants are N1C=CN=C1.CN(C)C=O.[OH:11][CH:12]([C:16]1[CH:21]=[CH:20][N:19]=[CH:18][CH:17]=1)[CH2:13][C:14]#[N:15].[C:22]([Si:26]([C:34]1[CH:39]=[CH:38][CH:37]=[CH:36][CH:35]=1)([C:28]1[CH:33]=[CH:32][CH:31]=[CH:30][CH:29]=1)Cl)([CH3:25])([CH3:24])[CH3:23]. The catalyst is CCOCC.C(OCC)(=O)C. The product is [O:11]([CH:12]([C:16]1[CH:17]=[CH:18][N:19]=[CH:20][CH:21]=1)[CH2:13][C:14]#[N:15])[Si:26]([C:22]([CH3:25])([CH3:24])[CH3:23])([C:34]1[CH:35]=[CH:36][CH:37]=[CH:38][CH:39]=1)[C:28]1[CH:33]=[CH:32][CH:31]=[CH:30][CH:29]=1. The yield is 0.989. (2) The reactants are [CH2:1]([O:3][C:4]([C:6]1[NH:7][C:8]2[C:13]([C:14]=1[C:15]([OH:17])=O)=[CH:12][CH:11]=[CH:10][CH:9]=2)=[O:5])[CH3:2].[CH2:18]([NH:20][CH2:21][CH3:22])[CH3:19].C(Cl)CCl.C1C=CC2N(O)N=NC=2C=1.CN1CCOCC1. The catalyst is CN(C=O)C.O. The product is [CH2:18]([N:20]([CH2:21][CH3:22])[C:15]([C:14]1[C:13]2[C:8](=[CH:9][CH:10]=[CH:11][CH:12]=2)[NH:7][C:6]=1[C:4]([O:3][CH2:1][CH3:2])=[O:5])=[O:17])[CH3:19]. The yield is 0.760. (3) The reactants are Cl.[NH2:2][C:3]([CH3:10])([CH2:8][OH:9])[C:4]([O:6][CH3:7])=[O:5].C(#N)C.C(=O)([O-])O.[Na+].[C:19](O[C:19]([O:21][C:22]([CH3:25])([CH3:24])[CH3:23])=[O:20])([O:21][C:22]([CH3:25])([CH3:24])[CH3:23])=[O:20]. The catalyst is O. The product is [C:22]([O:21][C:19]([NH:2][C:3]([CH3:10])([CH2:8][OH:9])[C:4]([O:6][CH3:7])=[O:5])=[O:20])([CH3:25])([CH3:24])[CH3:23]. The yield is 0.240. (4) The reactants are [NH2:1][N:2]1[C:10](=[O:11])[C:9]2[NH:8][CH:7]=[N:6][C:5]=2[N:4]([CH2:12][CH2:13][CH2:14][CH2:15][CH3:16])[C:3]1=[NH:17].[CH:18]([O-])([O-])OCC. No catalyst specified. The product is [CH2:12]([N:4]1[C:5]2[N:6]=[CH:7][NH:8][C:9]=2[C:10](=[O:11])[N:2]2[N:1]=[CH:18][N:17]=[C:3]12)[CH2:13][CH2:14][CH2:15][CH3:16]. The yield is 0.200.